From a dataset of NCI-60 drug combinations with 297,098 pairs across 59 cell lines. Regression. Given two drug SMILES strings and cell line genomic features, predict the synergy score measuring deviation from expected non-interaction effect. Drug 1: C1=CN(C=N1)CC(O)(P(=O)(O)O)P(=O)(O)O. Drug 2: N.N.Cl[Pt+2]Cl. Cell line: OVCAR-8. Synergy scores: CSS=21.6, Synergy_ZIP=-9.51, Synergy_Bliss=0.339, Synergy_Loewe=-1.23, Synergy_HSA=0.947.